From a dataset of Forward reaction prediction with 1.9M reactions from USPTO patents (1976-2016). Predict the product of the given reaction. (1) Given the reactants [NH:1]1[CH2:6][CH2:5][CH:4]([C:7]([O:9]CC)=[O:8])[CH2:3][CH2:2]1.CI.[C:14](=O)([O-])[O-].[K+].[K+], predict the reaction product. The product is: [CH3:14][N:1]1[CH2:2][CH2:3][CH:4]([C:7]([OH:9])=[O:8])[CH2:5][CH2:6]1. (2) Given the reactants [CH3:1][O:2][CH2:3][O:4][C:5]1[CH:10]=[C:9]([O:11][CH2:12][O:13][CH3:14])[CH:8]=[CH:7][C:6]=1[C:15]1[NH:16][C:17]2[C:22]([C:23]=1[CH:24]1[CH2:29][CH2:28][CH2:27][CH2:26][CH2:25]1)=[CH:21][CH:20]=[C:19]([C:30]([O:32][CH3:33])=[O:31])[CH:18]=2.[H-].[Na+].Br[CH2:37][CH2:38][O:39][CH:40]1[CH2:45][CH2:44][CH2:43][CH2:42][O:41]1.C(=O)([O-])O.[Na+], predict the reaction product. The product is: [CH3:1][O:2][CH2:3][O:4][C:5]1[CH:10]=[C:9]([O:11][CH2:12][O:13][CH3:14])[CH:8]=[CH:7][C:6]=1[C:15]1[N:16]([CH2:37][CH2:38][O:39][CH:40]2[CH2:45][CH2:44][CH2:43][CH2:42][O:41]2)[C:17]2[C:22]([C:23]=1[CH:24]1[CH2:25][CH2:26][CH2:27][CH2:28][CH2:29]1)=[CH:21][CH:20]=[C:19]([C:30]([O:32][CH3:33])=[O:31])[CH:18]=2. (3) Given the reactants [NH2:1][CH2:2][C@H:3]1[CH2:7][N:6]([CH3:8])[CH2:5][C@@H:4]1[C:9]1[CH:18]=[CH:17][CH:16]=[C:15]([O:19][C:20]([F:23])([F:22])[F:21])[C:10]=1[C:11](OC)=[O:12].C[O-].[Na+], predict the reaction product. The product is: [CH3:8][N:6]1[CH2:7][C@@H:3]2[C@H:4]([C:9]3[CH:18]=[CH:17][CH:16]=[C:15]([O:19][C:20]([F:23])([F:22])[F:21])[C:10]=3[C:11](=[O:12])[NH:1][CH2:2]2)[CH2:5]1. (4) Given the reactants [N:1]1([C:5]([C:7]2[CH:11]=[CH:10][N:9]([C:12]3[N:13]=[C:14]4[C:20]([C:21](=[O:26])[C:22]([CH3:25])([CH3:24])[CH3:23])=[CH:19][N:18](COCC[Si](C)(C)C)[C:15]4=[N:16][CH:17]=3)[CH:8]=2)=[O:6])[CH2:4][CH2:3][CH2:2]1.O.O.O.C([O-])(=O)C.[Na+], predict the reaction product. The product is: [N:1]1([C:5]([C:7]2[CH:11]=[CH:10][N:9]([C:12]3[N:13]=[C:14]4[C:20]([C:21](=[O:26])[C:22]([CH3:24])([CH3:23])[CH3:25])=[CH:19][NH:18][C:15]4=[N:16][CH:17]=3)[CH:8]=2)=[O:6])[CH2:2][CH2:3][CH2:4]1. (5) Given the reactants [NH2:1][C:2]1[CH:7]=[CH:6][C:5]([SH:8])=[C:4]([CH3:9])[CH:3]=1.C(N(CC)CC)C.Cl.Cl[CH2:19][C:20]1[N:24]([CH2:25][CH2:26][CH3:27])[CH:23]=[N:22][CH:21]=1.O, predict the reaction product. The product is: [CH3:9][C:4]1[CH:3]=[C:2]([CH:7]=[CH:6][C:5]=1[S:8][CH2:19][C:20]1[N:24]([CH2:25][CH2:26][CH3:27])[CH:23]=[N:22][CH:21]=1)[NH2:1]. (6) Given the reactants [H-].[Na+].[C:3]([O:7][C:8](=[O:30])[NH:9][CH2:10][CH:11]1[C:20]2[C:15](=[C:16]([O:21][C:22]3[CH:27]=[CH:26][C:25]([C:28]#[N:29])=[CH:24][N:23]=3)[CH:17]=[CH:18][CH:19]=2)[CH2:14][CH2:13][CH2:12]1)([CH3:6])([CH3:5])[CH3:4].CN(C=O)C.Br[CH2:37][CH2:38][CH2:39][CH:40]([CH3:42])[CH3:41], predict the reaction product. The product is: [C:3]([O:7][C:8](=[O:30])[N:9]([CH2:10][CH:11]1[C:20]2[C:15](=[C:16]([O:21][C:22]3[CH:27]=[CH:26][C:25]([C:28]#[N:29])=[CH:24][N:23]=3)[CH:17]=[CH:18][CH:19]=2)[CH2:14][CH2:13][CH2:12]1)[CH2:37][CH2:38][CH2:39][CH:40]([CH3:42])[CH3:41])([CH3:6])([CH3:4])[CH3:5]. (7) The product is: [NH2:3][CH2:20][C@H:17]1[CH2:18][CH2:19][C@H:14]([CH2:13][NH:12][C:10]([O:9][C:5]([CH3:8])([CH3:7])[CH3:6])=[O:11])[CH2:15][CH2:16]1. Given the reactants [BH3-]C#[N:3].[Na+].[C:5]([O:9][C:10]([NH:12][CH2:13][C@H:14]1[CH2:19][CH2:18][C@H:17]([CH:20]=O)[CH2:16][CH2:15]1)=[O:11])([CH3:8])([CH3:7])[CH3:6].C([O-])(=O)C.[NH4+], predict the reaction product. (8) The product is: [CH3:1][C:2]1[CH:11]=[CH:10][CH:9]=[C:8]2[C:3]=1[C:4](=[O:40])[N:5]([C:32]1[CH:33]=[C:34]([CH:37]=[CH:38][CH:39]=1)[C:35]([NH2:36])=[O:44])[C:6]([CH:12]([NH:14][C:15]1[N:23]=[CH:22][N:21]=[C:20]3[C:16]=1[N:17]=[CH:18][N:19]3[CH2:24][O:25][CH2:26][CH2:27][Si:28]([CH3:29])([CH3:30])[CH3:31])[CH3:13])=[N:7]2. Given the reactants [CH3:1][C:2]1[CH:11]=[CH:10][CH:9]=[C:8]2[C:3]=1[C:4](=[O:40])[N:5]([C:32]1[CH:33]=[C:34]([CH:37]=[CH:38][CH:39]=1)[C:35]#[N:36])[C:6]([CH:12]([NH:14][C:15]1[N:23]=[CH:22][N:21]=[C:20]3[C:16]=1[N:17]=[CH:18][N:19]3[CH2:24][O:25][CH2:26][CH2:27][Si:28]([CH3:31])([CH3:30])[CH3:29])[CH3:13])=[N:7]2.C(N(CC)[OH:44])C, predict the reaction product.